From a dataset of Full USPTO retrosynthesis dataset with 1.9M reactions from patents (1976-2016). Predict the reactants needed to synthesize the given product. (1) Given the product [C:37]([N:34]1[CH2:33][CH2:32][N:31]([C:29]2[CH:28]=[CH:27][N:26]=[C:25]([NH:24][C:22]3[S:23][C:19]([C:17]4[CH:16]=[N:15][CH:14]=[C:13]([CH:18]=4)[C:11]([NH:10][CH2:9][CH2:8][NH2:7])=[O:12])=[CH:20][N:21]=3)[CH:30]=2)[CH2:36][CH2:35]1)(=[O:39])[CH3:38], predict the reactants needed to synthesize it. The reactants are: C(OC(=O)[NH:7][CH2:8][CH2:9][NH:10][C:11]([C:13]1[CH:14]=[N:15][CH:16]=[C:17]([C:19]2[S:23][C:22]([NH:24][C:25]3[CH:30]=[C:29]([N:31]4[CH2:36][CH2:35][N:34]([C:37](=[O:39])[CH3:38])[CH2:33][CH2:32]4)[CH:28]=[CH:27][N:26]=3)=[N:21][CH:20]=2)[CH:18]=1)=[O:12])(C)(C)C. (2) Given the product [C:33]([C:28]1[CH:29]=[CH:30][CH:31]=[CH:32][C:27]=1[C:24]1[CH:23]=[CH:22][C:21]([CH2:20][N:15]2[C:14]3[C:9]([C:7]([O:6][CH3:4])=[O:8])=[CH:10][CH:11]=[CH:12][C:13]=3[N:17]=[C:16]2[O:18][CH3:19])=[CH:26][CH:25]=1)#[N:34], predict the reactants needed to synthesize it. The reactants are: C[O-].[Na+].[CH2:4]([O:6][C:7]([C:9]1[C:14]2[N:15]([CH2:20][C:21]3[CH:26]=[CH:25][C:24]([C:27]4[CH:32]=[CH:31][CH:30]=[CH:29][C:28]=4[C:33]#[N:34])=[CH:23][CH:22]=3)[C:16]([O:18][CH3:19])=[N:17][C:13]=2[CH:12]=[CH:11][CH:10]=1)=[O:8])C. (3) Given the product [C:7]([C:10]1[CH:11]=[CH:12][C:13]([C:14]([NH:25][C:21]2[CH:20]=[N:19][CH:24]=[CH:23][CH:22]=2)=[O:16])=[CH:17][CH:18]=1)(=[O:9])[CH3:8], predict the reactants needed to synthesize it. The reactants are: C(Cl)(=O)C(Cl)=O.[C:7]([C:10]1[CH:18]=[CH:17][C:13]([C:14]([OH:16])=O)=[CH:12][CH:11]=1)(=[O:9])[CH3:8].[N:19]1[CH:24]=[CH:23][CH:22]=[C:21]([NH2:25])[CH:20]=1. (4) The reactants are: Cl[C:2]1[C:3]([O:12][CH2:13][C:14]([F:17])([F:16])[F:15])=[N:4][CH:5]=[C:6]([CH:11]=1)[C:7]([O:9][CH3:10])=[O:8].[C:18]([NH2:21])(=[O:20])[CH3:19].P([O-])([O-])([O-])=O.[K+].[K+].[K+].C(P(C(C)(C)C)C1C=CC=CC=1C1C(C(C)C)=CC(C(C)C)=CC=1C(C)C)(C)(C)C. Given the product [C:18]([NH:21][C:2]1[C:3]([O:12][CH2:13][C:14]([F:17])([F:16])[F:15])=[N:4][CH:5]=[C:6]([CH:11]=1)[C:7]([O:9][CH3:10])=[O:8])(=[O:20])[CH3:19], predict the reactants needed to synthesize it. (5) Given the product [ClH:1].[Cl:1][C:2]1[CH:3]=[C:4]2[C:9](=[C:10]([Cl:12])[CH:11]=1)[CH2:8][N:7]([CH3:13])[CH2:6][CH:5]2[C:14]1[CH:19]=[CH:18][C:17]([NH:20][S:22]([CH2:25][CH3:26])(=[O:24])=[O:23])=[CH:16][CH:15]=1, predict the reactants needed to synthesize it. The reactants are: [Cl:1][C:2]1[CH:3]=[C:4]2[C:9](=[C:10]([Cl:12])[CH:11]=1)[CH2:8][N:7]([CH3:13])[CH2:6][CH:5]2[C:14]1[CH:19]=[CH:18][C:17]([NH2:20])=[CH:16][CH:15]=1.C[S:22]([C:25]1C=CC(CNC)=C[CH:26]=1)(=[O:24])=[O:23].C(S(Cl)(=O)=O)C. (6) Given the product [CH:23]1([C:19]2[CH:20]=[C:21]([CH3:22])[C:16]([N:13]3[CH2:14][CH2:15][N:10]([C:8]([C:5]4[CH:4]=[CH:3][C:2]([N:28]5[CH2:29][CH2:30][O:26][C:27]5=[O:31])=[N:7][CH:6]=4)=[O:9])[CH2:11][CH2:12]3)=[N:17][CH:18]=2)[CH2:25][CH2:24]1, predict the reactants needed to synthesize it. The reactants are: Br[C:2]1[N:7]=[CH:6][C:5]([C:8]([N:10]2[CH2:15][CH2:14][N:13]([C:16]3[C:21]([CH3:22])=[CH:20][C:19]([CH:23]4[CH2:25][CH2:24]4)=[CH:18][N:17]=3)[CH2:12][CH2:11]2)=[O:9])=[CH:4][CH:3]=1.[O:26]1[CH2:30][CH2:29][NH:28][C:27]1=[O:31].